From a dataset of Catalyst prediction with 721,799 reactions and 888 catalyst types from USPTO. Predict which catalyst facilitates the given reaction. (1) Reactant: [Cl:1][CH:2]=[CH:3][CH2:4][N:5]([CH3:17])[CH2:6][C:7]1[C:16]2[C:11](=[CH:12][CH:13]=[CH:14][CH:15]=2)[CH:10]=[CH:9][CH:8]=1.[C:18]([OH:23])(=[O:22])[C:19]([OH:21])=[O:20]. Product: [C:18]([OH:23])(=[O:22])[C:19]([OH:21])=[O:20].[Cl:1][CH:2]=[CH:3][CH2:4][N:5]([CH3:17])[CH2:6][C:7]1[C:16]2[C:11](=[CH:12][CH:13]=[CH:14][CH:15]=2)[CH:10]=[CH:9][CH:8]=1. The catalyst class is: 5. (2) Reactant: C(=O)([O-])[O-:2].[K+].[K+].[N:7]1[C:15]([NH2:16])=[C:14]2[C:10]([NH:11][CH:12]=[N:13]2)=[N:9][CH:8]=1.Br[CH2:18][CH2:19][CH2:20][CH2:21][N:22]1[C:26](=O)[C:25]2=[CH:28]C=CC=C2C1=O. Product: [NH2:22][CH2:21][CH2:20][CH2:19][CH2:18][N:11]1[CH:12]=[N:13][C:14]2[C:10]1=[N:9][CH:8]=[N:7][C:15]=2[NH2:16].[CH:14]([O:2][CH:25]([CH3:26])[CH3:28])([CH3:15])[CH3:10]. The catalyst class is: 9. (3) Reactant: [C:1]([N:8]1[CH2:13][CH2:12][CH:11]([CH2:14][OH:15])[CH2:10][CH2:9]1)([O:3][C:4]([CH3:7])([CH3:6])[CH3:5])=[O:2].[CH2:16]([O:18][C:19](=[O:24])[CH:20](Br)[CH2:21][CH3:22])[CH3:17].[H-].[Na+].O. Product: [CH2:16]([O:18][C:19](=[O:24])[CH:20]([O:15][CH2:14][CH:11]1[CH2:12][CH2:13][N:8]([C:1]([O:3][C:4]([CH3:7])([CH3:6])[CH3:5])=[O:2])[CH2:9][CH2:10]1)[CH2:21][CH3:22])[CH3:17]. The catalyst class is: 3. (4) Reactant: [In].[Cl-].[In+3].[Cl-].[Cl-].[Cl-].[Li+].C(N(C)C)CCC.[C:15]([O:18][CH2:19][CH:20]([CH2:28][CH:29]=[CH:30][CH2:31]OC(=O)C)[C:21]1[CH:26]=[CH:25][CH:24]=[CH:23][C:22]=1I)(=O)[CH3:16].CN(C=[O:40])C. Product: [CH:30]([CH:29]1[C:22]2[C:21](=[CH:26][CH:25]=[CH:24][CH:23]=2)[CH:20]([C:19]([O:18][CH2:15][CH3:16])=[O:40])[CH2:28]1)=[CH2:31]. The catalyst class is: 73.